From a dataset of Reaction yield outcomes from USPTO patents with 853,638 reactions. Predict the reaction yield, written as a fraction of the theoretical maximum amount of product (1.0 means a 100% yield; for example, 0.34 means a 34% yield). (1) The reactants are I[C:2]1[CH:10]=[CH:9][C:5]([C:6]([OH:8])=[O:7])=[CH:4][N:3]=1.I[C:12]1[CH:13]=C(C=C[C:20]=1CCC)C(O)=O. No catalyst specified. The product is [C:20]([C:2]1[CH:10]=[CH:9][C:5]([C:6]([OH:8])=[O:7])=[CH:4][N:3]=1)#[C:12][CH3:13]. The yield is 0.450. (2) The reactants are Br[C:2]1[CH:7]=[C:6]([O:8][CH:9]([CH3:13])[CH2:10][O:11][CH3:12])[CH:5]=[CH:4][C:3]=1[N+:14]([O-:16])=[O:15].[CH3:17][N:18]1CCCC1=O. The catalyst is CCOC(C)=O.[Cu]. The product is [CH3:12][O:11][CH2:10][CH:9]([CH3:13])[O:8][C:6]1[CH:5]=[CH:4][C:3]([N+:14]([O-:16])=[O:15])=[C:2]([CH:7]=1)[C:17]#[N:18]. The yield is 0.890. (3) The reactants are [Br:1][C:2]1[CH:3]=[C:4]([C:8]([OH:10])=[O:9])[O:5][C:6]=1[Br:7].S(=O)(=O)(O)O.[CH3:16]O. No catalyst specified. The product is [Br:1][C:2]1[CH:3]=[C:4]([C:8]([O:10][CH3:16])=[O:9])[O:5][C:6]=1[Br:7]. The yield is 0.900. (4) The reactants are [Br:1][C:2]1[C:14]2[C:13]3[C:8](=[CH:9][C:10]([CH2:15][OH:16])=[CH:11][CH:12]=3)[NH:7][C:6]=2[C:5]([C:17]([NH2:19])=[O:18])=[CH:4][CH:3]=1.[CH3:20][S:21](Cl)(=[O:23])=[O:22].C([O-])(O)=O.[Na+]. The catalyst is C1COCC1. The product is [CH3:20][S:21]([O:16][CH2:15][C:10]1[CH:11]=[CH:12][C:13]2[C:14]3[C:6](=[C:5]([C:17](=[O:18])[NH2:19])[CH:4]=[CH:3][C:2]=3[Br:1])[NH:7][C:8]=2[CH:9]=1)(=[O:23])=[O:22]. The yield is 0.890. (5) The reactants are C([O:3][C:4]([C:6]1[N:7]=[C:8]([N:15]2[CH2:20][CH2:19][N:18]([CH2:21][CH2:22][OH:23])[CH2:17][CH2:16]2)[N:9]([CH3:14])[C:10](=[O:13])[C:11]=1[OH:12])=O)C.[F:24][C:25]1[CH:32]=[CH:31][C:28]([CH2:29][NH2:30])=[CH:27][CH:26]=1. The catalyst is CN(C=O)C. The product is [F:24][C:25]1[CH:32]=[CH:31][C:28]([CH2:29][NH:30][C:4]([C:6]2[N:7]=[C:8]([N:15]3[CH2:20][CH2:19][N:18]([CH2:21][CH2:22][OH:23])[CH2:17][CH2:16]3)[N:9]([CH3:14])[C:10](=[O:13])[C:11]=2[OH:12])=[O:3])=[CH:27][CH:26]=1. The yield is 0.500. (6) The reactants are [CH:1]1([CH2:4][N:5]2[CH2:9][CH2:8][N:7]([C:10]3[S:11][C:12]([C:16]([OH:18])=O)=[C:13]([CH3:15])[N:14]=3)[C:6]2=[O:19])[CH2:3][CH2:2]1.F[P-](F)(F)(F)(F)F.N1(OC(N(C)C)=[N+](C)C)C2N=CC=CC=2N=N1.C(N(CC)CC)C.[F:51][C:52]1[CH:53]=[C:54]([CH2:58][NH2:59])[CH:55]=[N:56][CH:57]=1. The catalyst is CN(C)C=O.C(OCC)(=O)C. The product is [CH:1]1([CH2:4][N:5]2[CH2:9][CH2:8][N:7]([C:10]3[S:11][C:12]([C:16]([NH:59][CH2:58][C:54]4[CH:55]=[N:56][CH:57]=[C:52]([F:51])[CH:53]=4)=[O:18])=[C:13]([CH3:15])[N:14]=3)[C:6]2=[O:19])[CH2:2][CH2:3]1. The yield is 0.470. (7) The reactants are C(OC([N:8]1[CH2:11][CH:10]([C:12]2[N:13]=[N:14][CH:15]=[CH:16][C:17]=2[N:18]2[CH2:23][CH2:22][CH:21]([C:24](C)(C)[O:25][SiH2]C(C)(C)C)[CH2:20][CH2:19]2)[CH2:9]1)=O)(C)(C)C.[ClH:33].CO. No catalyst specified. The product is [ClH:33].[NH:8]1[CH2:9][CH:10]([C:12]2[N:13]=[N:14][CH:15]=[CH:16][C:17]=2[N:18]2[CH2:19][CH2:20][CH:21]([CH2:24][OH:25])[CH2:22][CH2:23]2)[CH2:11]1. The yield is 0.980.